From a dataset of Forward reaction prediction with 1.9M reactions from USPTO patents (1976-2016). Predict the product of the given reaction. The product is: [NH2:1][C:2]1[C:7]([C:8]#[N:9])=[C:6]([NH:10][C@H:11]([C:13]2[N:17]([CH3:18])[C:16]3[C:19]([C:29]4[CH:30]=[CH:31][CH:32]=[C:33]5[C:28]=4[CH:27]=[N:26][NH:25]5)=[C:20]([F:23])[CH:21]=[CH:22][C:15]=3[N:14]=2)[CH3:12])[N:5]=[CH:4][N:3]=1. Given the reactants [NH2:1][C:2]1[C:7]([C:8]#[N:9])=[C:6]([NH:10][C@H:11]([C:13]2[N:17]([CH3:18])[C:16]3[C:19](Br)=[C:20]([F:23])[CH:21]=[CH:22][C:15]=3[N:14]=2)[CH3:12])[N:5]=[CH:4][N:3]=1.[NH:25]1[C:33]2[CH:32]=[CH:31][CH:30]=[C:29](B(O)O)[C:28]=2[CH:27]=[N:26]1.C(=O)([O-])[O-].[Cs+].[Cs+], predict the reaction product.